Dataset: Full USPTO retrosynthesis dataset with 1.9M reactions from patents (1976-2016). Task: Predict the reactants needed to synthesize the given product. (1) Given the product [CH3:25][NH:26][C:3]([C@@H:5]1[O:9][C:8](=[O:10])[N:7]([C:11]2[CH:24]=[CH:23][C:14]3[N:15]([CH3:22])[C:16](=[O:21])[C:17]([F:20])([F:19])[O:18][C:13]=3[CH:12]=2)[CH2:6]1)=[O:2], predict the reactants needed to synthesize it. The reactants are: C[O:2][C:3]([C@@H:5]1[O:9][C:8](=[O:10])[N:7]([C:11]2[CH:24]=[CH:23][C:14]3[N:15]([CH3:22])[C:16](=[O:21])[C:17]([F:20])([F:19])[O:18][C:13]=3[CH:12]=2)[CH2:6]1)=O.[CH3:25][NH2:26]. (2) The reactants are: [CH2:1]([O:3][C:4]([C:6]1[S:7][C:8]([CH2:28][CH3:29])=[C:9]([C:26]#[N:27])[C:10]=1[C:11]1[CH:16]=[CH:15][C:14](B2OC(C)(C)C(C)(C)O2)=[CH:13][CH:12]=1)=[O:5])[CH3:2].I[C:31]1[CH:38]=[CH:37][CH:36]=[CH:35][C:32]=1[C:33]#[N:34].C([O-])([O-])=O.[Na+].[Na+]. Given the product [CH2:1]([O:3][C:4]([C:6]1[S:7][C:8]([CH2:28][CH3:29])=[C:9]([C:26]#[N:27])[C:10]=1[C:11]1[CH:12]=[CH:13][C:14]([C:31]2[CH:38]=[CH:37][CH:36]=[CH:35][C:32]=2[C:33]#[N:34])=[CH:15][CH:16]=1)=[O:5])[CH3:2], predict the reactants needed to synthesize it. (3) Given the product [NH2:22][CH2:21][C:6]([C:8]1[CH:13]=[CH:12][C:11]([Cl:14])=[CH:10][CH:9]=1)([C:5]1[CH:15]=[CH:16][C:2]([Cl:1])=[CH:3][CH:4]=1)[OH:7], predict the reactants needed to synthesize it. The reactants are: [Cl:1][C:2]1[CH:16]=[CH:15][C:5]([C:6]([C:8]2[CH:13]=[CH:12][C:11]([Cl:14])=[CH:10][CH:9]=2)=[O:7])=[CH:4][CH:3]=1.C[Si]([C:21]#[N:22])(C)C. (4) The reactants are: [CH:1]([S:4]([C:7]1[CH:12]=[CH:11][C:10]([N+:13]([O-])=O)=[CH:9][C:8]=1[C:16]1[N:17](C(OC(C)(C)C)=O)[CH:18]=[CH:19][CH:20]=1)(=[O:6])=[O:5])([CH3:3])[CH3:2].[ClH:28]. Given the product [ClH:28].[CH:1]([S:4]([C:7]1[CH:12]=[CH:11][C:10]([NH2:13])=[CH:9][C:8]=1[CH:16]1[CH2:20][CH2:19][CH2:18][NH:17]1)(=[O:6])=[O:5])([CH3:3])[CH3:2], predict the reactants needed to synthesize it. (5) Given the product [Cl:9][C:4]1[N:3]=[C:2]([NH:1][C:31]2[CH:32]=[CH:33][C:28]([C:27]([NH:26][C:23]3[S:24][CH:25]=[C:21]([C:12]4[CH:13]=[CH:14][CH:15]=[C:16]([C:17]([F:19])([F:20])[F:18])[C:11]=4[F:10])[N:22]=3)=[O:35])=[CH:29][CH:30]=2)[CH:7]=[C:6]([Cl:8])[N:5]=1, predict the reactants needed to synthesize it. The reactants are: [NH2:1][C:2]1[CH:7]=[C:6]([Cl:8])[N:5]=[C:4]([Cl:9])[N:3]=1.[F:10][C:11]1[C:16]([C:17]([F:20])([F:19])[F:18])=[CH:15][CH:14]=[CH:13][C:12]=1[C:21]1[N:22]=[C:23]([NH:26][C:27](=[O:35])[C:28]2[CH:33]=[CH:32][C:31](I)=[CH:30][CH:29]=2)[S:24][CH:25]=1. (6) Given the product [NH2:8][CH2:7][C:6]1[CH:5]=[C:4]([NH:3][CH2:1][CH3:2])[CH:11]=[CH:10][CH:9]=1, predict the reactants needed to synthesize it. The reactants are: [CH2:1]([NH:3][C:4]1[CH:5]=[C:6]([CH:9]=[CH:10][CH:11]=1)[C:7]#[N:8])[CH3:2].Cl.[H][H]. (7) Given the product [ClH:23].[Cl:24][C:19]1[CH:18]=[C:17]([C@H:4]2[C@H:3]([CH2:2][NH:1][C:37](=[O:38])[CH2:36][O:35][CH3:32])[O:9][CH2:8][CH2:7][NH:6][CH2:5]2)[CH:22]=[CH:21][C:20]=1[Cl:23], predict the reactants needed to synthesize it. The reactants are: [NH2:1][CH2:2][C@@H:3]1[O:9][CH2:8][CH2:7][N:6](C(OC(C)(C)C)=O)[CH2:5][C@H:4]1[C:17]1[CH:22]=[CH:21][C:20]([Cl:23])=[C:19]([Cl:24])[CH:18]=1.C(N(CC)CC)C.[C:32]([O:35][CH2:36][C:37](Cl)=[O:38])(=O)C.O. (8) Given the product [Cl:3][C:4]1[C:9]2[N:10]([C:16]3[CH:17]=[CH:18][CH:19]=[CH:20][CH:21]=3)[C:11]([C@@H:13]([NH:15][C:24]3[N:32]=[CH:31][N:30]=[C:29]4[C:25]=3[N:26]=[CH:27][N:28]4[CH:33]3[CH2:38][CH2:37][CH2:36][CH2:35][O:34]3)[CH3:14])=[N:12][C:8]=2[CH:7]=[CH:6][C:5]=1[F:22], predict the reactants needed to synthesize it. The reactants are: Cl.Cl.[Cl:3][C:4]1[C:9]2[N:10]([C:16]3[CH:21]=[CH:20][CH:19]=[CH:18][CH:17]=3)[C:11]([C@@H:13]([NH2:15])[CH3:14])=[N:12][C:8]=2[CH:7]=[CH:6][C:5]=1[F:22].Cl[C:24]1[N:32]=[CH:31][N:30]=[C:29]2[C:25]=1[N:26]=[CH:27][N:28]2[CH:33]1[CH2:38][CH2:37][CH2:36][CH2:35][O:34]1.CCN(C(C)C)C(C)C. (9) Given the product [NH:1]1[C:9]2[C:4](=[CH:5][CH:6]=[CH:7][CH:8]=2)[C:3]([NH:10][CH2:18][C:19]([O:21][CH2:22][CH3:23])=[O:20])=[N:2]1, predict the reactants needed to synthesize it. The reactants are: [NH:1]1[C:9]2[C:4](=[CH:5][CH:6]=[CH:7][CH:8]=2)[C:3]([NH2:10])=[N:2]1.C([O-])([O-])=O.[K+].[K+].Br[CH2:18][C:19]([O:21][CH2:22][CH3:23])=[O:20].